This data is from Reaction yield outcomes from USPTO patents with 853,638 reactions. The task is: Predict the reaction yield, written as a fraction of the theoretical maximum amount of product (1.0 means a 100% yield; for example, 0.34 means a 34% yield). (1) The reactants are [CH3:1][O:2][C:3](=[O:6])[CH2:4][NH2:5].[OH:7][C:8]1[CH:15]=[CH:14][CH:13]=[CH:12][C:9]=1[CH:10]=O. No catalyst specified. The product is [OH:7][C:8]1[CH:15]=[CH:14][CH:13]=[CH:12][C:9]=1[CH2:10][NH:5][CH2:4][C:3]([O:2][CH3:1])=[O:6]. The yield is 0.400. (2) The reactants are [CH3:1][S:2](Cl)(=[O:4])=[O:3].[Cl:6][C:7]1[N:12]=[C:11]([CH2:13][OH:14])[CH:10]=[C:9]([N:15]2[CH2:20][CH2:19][O:18][CH2:17][C@H:16]2[CH3:21])[N:8]=1.C(N(CC)CC)C. The catalyst is C(Cl)Cl. The product is [CH3:1][S:2]([O:14][CH2:13][C:11]1[CH:10]=[C:9]([N:15]2[CH2:20][CH2:19][O:18][CH2:17][C@H:16]2[CH3:21])[N:8]=[C:7]([Cl:6])[N:12]=1)(=[O:4])=[O:3]. The yield is 1.05. (3) The reactants are C[N:2](C)[CH:3]=[CH:4][C:5]([C:7]1[C:12](=[O:13])[CH:11]=[CH:10][N:9]([C:14]2[CH:19]=[CH:18][N:17]=[CH:16][CH:15]=2)[N:8]=1)=O.[C:21]1([NH:27]N)[CH:26]=[CH:25][CH:24]=[CH:23][CH:22]=1. The catalyst is CO. The product is [C:21]1([N:27]2[C:5]([C:7]3[C:12](=[O:13])[CH:11]=[CH:10][N:9]([C:14]4[CH:19]=[CH:18][N:17]=[CH:16][CH:15]=4)[N:8]=3)=[CH:4][CH:3]=[N:2]2)[CH:26]=[CH:25][CH:24]=[CH:23][CH:22]=1. The yield is 0.160. (4) The reactants are Cl.[NH2:2][CH2:3][C:4]([NH2:6])=[O:5].[OH-].[Na+].[C:9]1([C:15]([C:17]([C:19]2[CH:24]=[CH:23][CH:22]=[CH:21][CH:20]=2)=O)=O)[CH:14]=[CH:13][CH:12]=[CH:11][CH:10]=1.Cl. The catalyst is CO. The product is [OH:5][C:4]1[CH:3]=[N:2][C:17]([C:19]2[CH:24]=[CH:23][CH:22]=[CH:21][CH:20]=2)=[C:15]([C:9]2[CH:14]=[CH:13][CH:12]=[CH:11][CH:10]=2)[N:6]=1. The yield is 0.800. (5) The catalyst is O1CCOCC1.CCOC(C)=O.C1C=CC(/C=C/C(/C=C/C2C=CC=CC=2)=O)=CC=1.C1C=CC(/C=C/C(/C=C/C2C=CC=CC=2)=O)=CC=1.C1C=CC(/C=C/C(/C=C/C2C=CC=CC=2)=O)=CC=1.[Pd].[Pd]. The product is [CH3:31][N:32]1[CH2:37][CH2:36][N:35]([C:2]2[CH:7]=[CH:6][C:5]([NH:8][C:9]3[N:30]=[C:12]4[CH:13]=[CH:14][CH:15]=[C:16]([C:17]5[CH:22]=[CH:21][C:20]([CH2:23][N:24]6[CH2:29][CH2:28][O:27][CH2:26][CH2:25]6)=[CH:19][CH:18]=5)[N:11]4[N:10]=3)=[CH:4][CH:3]=2)[CH2:34][CH2:33]1. The reactants are Cl[C:2]1[CH:7]=[CH:6][C:5]([NH:8][C:9]2[N:30]=[C:12]3[CH:13]=[CH:14][CH:15]=[C:16]([C:17]4[CH:22]=[CH:21][C:20]([CH2:23][N:24]5[CH2:29][CH2:28][O:27][CH2:26][CH2:25]5)=[CH:19][CH:18]=4)[N:11]3[N:10]=2)=[CH:4][CH:3]=1.[CH3:31][N:32]1[CH2:37][CH2:36][NH:35][CH2:34][CH2:33]1.C(=O)([O-])[O-].[Cs+].[Cs+].C1(P(C2C=CC=CC=2)C2C3OC4C(=CC=CC=4P(C4C=CC=CC=4)C4C=CC=CC=4)C(C)(C)C=3C=CC=2)C=CC=CC=1. The yield is 0.110. (6) The reactants are [N+:1]([C:4]1[CH:9]=[CH:8][C:7]([CH2:10][C:11]([NH2:13])=[O:12])=[CH:6][CH:5]=1)([O-:3])=[O:2].O1[CH:18]=[CH:17]OC1=O.CS(O)(=O)=O.O=P12OP3(OP(OP(O3)(O1)=O)(=O)O2)=O. No catalyst specified. The product is [N+:1]([C:4]1[CH:5]=[CH:6][C:7]([CH2:10][C:11]2[O:12][CH:17]=[CH:18][N:13]=2)=[CH:8][CH:9]=1)([O-:3])=[O:2]. The yield is 0.250. (7) The reactants are [CH2:1]([O:3][C:4](=[O:36])[CH2:5][CH2:6][CH2:7][CH2:8][CH2:9][O:10][CH2:11][CH2:12][O:13][CH2:14][CH2:15][O:16][CH2:17][CH2:18][O:19][CH2:20][CH2:21][O:22][CH2:23][CH2:24][O:25][CH2:26][CH2:27][O:28]CC1C=CC=CC=1)[CH3:2]. The catalyst is C(O)C.[Pd]. The product is [CH2:1]([O:3][C:4](=[O:36])[CH2:5][CH2:6][CH2:7][CH2:8][CH2:9][O:10][CH2:11][CH2:12][O:13][CH2:14][CH2:15][O:16][CH2:17][CH2:18][O:19][CH2:20][CH2:21][O:22][CH2:23][CH2:24][O:25][CH2:26][CH2:27][OH:28])[CH3:2]. The yield is 0.790. (8) The reactants are [CH3:1][C:2]1[CH:11]=[C:10]([NH:12][C:13](=[O:15])[CH3:14])[C:9]2[C:4](=[CH:5][CH:6]=[CH:7][CH:8]=2)[N:3]=1.[OH-].[Na+]. No catalyst specified. The product is [CH3:1][C:2]1[CH:11]=[C:10]([NH:12][C:13](=[O:15])[CH3:14])[C:9]2[CH2:8][CH2:7][CH2:6][CH2:5][C:4]=2[N:3]=1. The yield is 0.780. (9) The reactants are Cl[CH:2]([C:8](=O)[C:9]([F:12])([F:11])[F:10])[C:3]([O:5][CH2:6][CH3:7])=[O:4].[Cl:14][C:15]1[CH:23]=[CH:22][C:18]([C:19]([NH2:21])=[S:20])=[CH:17][CH:16]=1.O.C1(C)C=CC(S(O)(=O)=O)=CC=1. The catalyst is CCO. The product is [CH2:6]([O:5][C:3]([C:2]1[S:20][C:19]([C:18]2[CH:22]=[CH:23][C:15]([Cl:14])=[CH:16][CH:17]=2)=[N:21][C:8]=1[C:9]([F:12])([F:11])[F:10])=[O:4])[CH3:7]. The yield is 0.330. (10) The reactants are S(Cl)(Cl)=O.[Cl:5][C:6]1[CH:14]=[CH:13][C:9]([C:10]([OH:12])=O)=[C:8]([O:15][CH3:16])[CH:7]=1.[CH3:17][N:18]1[CH2:23][CH2:22][NH:21][CH2:20][CH2:19]1.C(N(CC)CC)C. The product is [Cl:5][C:6]1[CH:14]=[CH:13][C:9]([C:10]([N:21]2[CH2:22][CH2:23][N:18]([CH3:17])[CH2:19][CH2:20]2)=[O:12])=[C:8]([O:15][CH3:16])[CH:7]=1. The catalyst is CN(C=O)C.C(Cl)Cl. The yield is 1.00.